Task: Predict the reactants needed to synthesize the given product.. Dataset: Full USPTO retrosynthesis dataset with 1.9M reactions from patents (1976-2016) (1) The reactants are: [OH-].[Na+].[Cl:3][C:4]1[N:9]=[C:8]([C:10]([O:12]C)=[O:11])[C:7]([CH3:14])=[CH:6][CH:5]=1.CO. Given the product [Cl:3][C:4]1[N:9]=[C:8]([C:10]([OH:12])=[O:11])[C:7]([CH3:14])=[CH:6][CH:5]=1, predict the reactants needed to synthesize it. (2) Given the product [OH:1][CH2:2][CH2:3][CH2:4][C:5]1[N:10]=[C:9]([C:11]2[S:16][C:15]3[CH:17]=[CH:18][CH:19]=[CH:20][C:14]=3[C:13](=[O:21])[N:12]=2)[CH:8]=[CH:7][CH:6]=1, predict the reactants needed to synthesize it. The reactants are: [OH:1][CH2:2][CH2:3][CH2:4][C:5]1[N:10]=[C:9]([C:11]#[N:12])[CH:8]=[CH:7][CH:6]=1.[C:13](OC)(=[O:21])[C:14]1[C:15](=[CH:17][CH:18]=[CH:19][CH:20]=1)[SH:16].C(N(CC)CC)C.